Dataset: Catalyst prediction with 721,799 reactions and 888 catalyst types from USPTO. Task: Predict which catalyst facilitates the given reaction. (1) Reactant: Br[C:2](Br)=[CH:3][C:4]1[CH:9]=[CH:8][C:7]([O:10][CH2:11][CH2:12][CH2:13][CH2:14][CH2:15][CH2:16][CH2:17][CH2:18][CH2:19][CH2:20][CH2:21][CH3:22])=[C:6]([O:23][CH2:24][CH2:25][CH2:26][CH2:27][CH2:28][CH2:29][CH2:30][CH2:31][CH2:32][CH2:33][CH2:34][CH3:35])[CH:5]=1.[Li]CCCC. Product: [CH2:11]([O:10][C:7]1[CH:8]=[CH:9][C:4]([C:3]#[CH:2])=[CH:5][C:6]=1[O:23][CH2:24][CH2:25][CH2:26][CH2:27][CH2:28][CH2:29][CH2:30][CH2:31][CH2:32][CH2:33][CH2:34][CH3:35])[CH2:12][CH2:13][CH2:14][CH2:15][CH2:16][CH2:17][CH2:18][CH2:19][CH2:20][CH2:21][CH3:22]. The catalyst class is: 1. (2) The catalyst class is: 125. Reactant: [F:1][C:2]([F:27])([O:7][C:8]1[CH:13]=[CH:12][C:11]([N:14]2[CH:18]=[N:17][C:16]([C:19]3[CH:26]=[CH:25][C:22]([CH:23]=[O:24])=[CH:21][CH:20]=3)=[N:15]2)=[CH:10][CH:9]=1)[C:3]([F:6])([F:5])[F:4].[BH4-].[Na+].Cl.C(=O)(O)[O-].[Na+]. Product: [F:27][C:2]([F:1])([O:7][C:8]1[CH:13]=[CH:12][C:11]([N:14]2[CH:18]=[N:17][C:16]([C:19]3[CH:26]=[CH:25][C:22]([CH2:23][OH:24])=[CH:21][CH:20]=3)=[N:15]2)=[CH:10][CH:9]=1)[C:3]([F:6])([F:5])[F:4]. (3) Reactant: C([O:4][C:5]1[CH:6]=[C:7]([CH:37]=[C:38]([N:40]([CH2:45][CH2:46][N:47]2[CH2:52][CH2:51][O:50][CH2:49][CH2:48]2)[S:41]([CH3:44])(=[O:43])=[O:42])[CH:39]=1)[C:8]([O:10][C@H:11]([C:22]1[CH:27]=[CH:26][C:25]([O:28][CH:29]([F:31])[F:30])=[C:24]([O:32][CH2:33][CH:34]2[CH2:36][CH2:35]2)[CH:23]=1)[CH2:12][C:13]1[C:18]([Cl:19])=[CH:17][N+:16]([O-:20])=[CH:15][C:14]=1[Cl:21])=[O:9])(=O)C.C(=O)(O)[O-].[Na+]. Product: [Cl:19][C:18]1[CH:17]=[N+:16]([O-:20])[CH:15]=[C:14]([Cl:21])[C:13]=1[CH2:12][C@@H:11]([C:22]1[CH:27]=[CH:26][C:25]([O:28][CH:29]([F:30])[F:31])=[C:24]([O:32][CH2:33][CH:34]2[CH2:35][CH2:36]2)[CH:23]=1)[O:10][C:8](=[O:9])[C:7]1[CH:37]=[C:38]([N:40]([CH2:45][CH2:46][N:47]2[CH2:52][CH2:51][O:50][CH2:49][CH2:48]2)[S:41]([CH3:44])(=[O:42])=[O:43])[CH:39]=[C:5]([OH:4])[CH:6]=1. The catalyst class is: 24. (4) Reactant: [C:1]([O:5][C@@H:6]([C:12]1[C:27]([CH3:28])=[CH:26][C:15]2[N:16]=[C:17]([C:19]3[CH:24]=[CH:23][N:22]=[C:21](Cl)[CH:20]=3)[S:18][C:14]=2[C:13]=1[C:29]1[CH:34]=[CH:33][C:32]([Cl:35])=[CH:31][CH:30]=1)[C:7]([O:9][CH2:10][CH3:11])=[O:8])([CH3:4])([CH3:3])[CH3:2].[NH:36]1[C:44]2[C:39](=[CH:40][CH:41]=[CH:42][CH:43]=2)[CH:38]=[N:37]1.C([O-])([O-])=O.[K+].[K+].C1OCCOCCOCCOCCOCCOC1. Product: [N:36]1([C:21]2[CH:20]=[C:19]([C:17]3[S:18][C:14]4[C:13]([C:29]5[CH:34]=[CH:33][C:32]([Cl:35])=[CH:31][CH:30]=5)=[C:12]([C@H:6]([O:5][C:1]([CH3:2])([CH3:3])[CH3:4])[C:7]([O:9][CH2:10][CH3:11])=[O:8])[C:27]([CH3:28])=[CH:26][C:15]=4[N:16]=3)[CH:24]=[CH:23][N:22]=2)[C:44]2[C:39](=[CH:40][CH:41]=[CH:42][CH:43]=2)[CH:38]=[N:37]1. The catalyst class is: 31. (5) Reactant: [OH:1][C:2]1[CH:15]=[CH:14][CH:13]=[CH:12][C:3]=1[C:4]([C:6]1[CH:11]=[CH:10][CH:9]=[CH:8][CH:7]=1)=[O:5].C([O-])([O-])=O.[K+].[K+].[CH2:22](Cl)[O:23][CH3:24]. Product: [CH3:22][O:23][CH2:24][O:1][C:2]1[CH:15]=[CH:14][CH:13]=[CH:12][C:3]=1[C:4]([C:6]1[CH:11]=[CH:10][CH:9]=[CH:8][CH:7]=1)=[O:5]. The catalyst class is: 692. (6) Reactant: [CH3:1][CH:2]([CH3:38])[C@@H:3]([NH:30]C(=O)OC(C)(C)C)[C:4]([N:6]1[CH2:11][CH2:10][N:9]([C:12]2[CH:17]=[CH:16][N:15]=[C:14]3[NH:18][CH:19]=[C:20]([NH:21][C:22](=[O:29])[C:23]4[CH:28]=[CH:27][CH:26]=[N:25][CH:24]=4)[C:13]=23)[CH2:8][CH2:7]1)=[O:5].C(O)(C(F)(F)F)=O. Product: [NH2:30][C@H:3]([CH:2]([CH3:38])[CH3:1])[C:4]([N:6]1[CH2:7][CH2:8][N:9]([C:12]2[CH:17]=[CH:16][N:15]=[C:14]3[NH:18][CH:19]=[C:20]([NH:21][C:22](=[O:29])[C:23]4[CH:28]=[CH:27][CH:26]=[N:25][CH:24]=4)[C:13]=23)[CH2:10][CH2:11]1)=[O:5]. The catalyst class is: 2. (7) Reactant: [H-].[Na+].[C:3]([O:9][CH2:10][CH3:11])(=[O:8])[CH2:4][C:5]([CH3:7])=[O:6].C([Li])CCC.[F:17][C:18]1[CH:23]=[CH:22][C:21]([C:24]2[N:25]=[C:26]([CH:46]([CH3:48])[CH3:47])[N:27](/[CH:42]=[CH:43]/[CH:44]=[O:45])[C:28]=2[C:29]2[CH:34]=[CH:33][N:32]=[C:31]([NH:35][C:36]3[CH:41]=[CH:40][CH:39]=[CH:38][CH:37]=3)[N:30]=2)=[CH:20][CH:19]=1. Product: [F:17][C:18]1[CH:23]=[CH:22][C:21]([C:24]2[N:25]=[C:26]([CH:46]([CH3:48])[CH3:47])[N:27]([CH:42]=[CH:43][CH:44]([OH:45])[CH2:7][C:5](=[O:6])[CH2:4][C:3]([O:9][CH2:10][CH3:11])=[O:8])[C:28]=2[C:29]2[CH:34]=[CH:33][N:32]=[C:31]([NH:35][C:36]3[CH:41]=[CH:40][CH:39]=[CH:38][CH:37]=3)[N:30]=2)=[CH:20][CH:19]=1. The catalyst class is: 7. (8) Reactant: [OH-].[Na+].O.C([O:6][C:7](=[O:21])[CH2:8][C:9]1[C:18]2[C:13](=[CH:14][CH:15]=[C:16]([O:19][CH3:20])[CH:17]=2)[CH:12]=[CH:11][CH:10]=1)C. Product: [CH3:20][O:19][C:16]1[CH:17]=[C:18]2[C:13]([CH:12]=[CH:11][CH:10]=[C:9]2[CH2:8][C:7]([OH:21])=[O:6])=[CH:14][CH:15]=1. The catalyst class is: 5.